From a dataset of Full USPTO retrosynthesis dataset with 1.9M reactions from patents (1976-2016). Predict the reactants needed to synthesize the given product. (1) Given the product [C:4]([O-:25])(=[O:24])[CH:5]=[CH:6][CH:7]=[CH:8][CH:9]=[CH:10][CH:11]=[CH:12][CH:13]=[CH:14][CH2:15][CH2:16][CH2:17][CH2:18][CH2:19][CH2:20][CH2:21][CH2:22][CH3:23].[Ba+2:2].[C:4]([O-:25])(=[O:24])[CH:5]=[CH:6][CH:7]=[CH:8][CH:9]=[CH:10][CH:11]=[CH:12][CH:13]=[CH:14][CH2:15][CH2:16][CH2:17][CH2:18][CH2:19][CH2:20][CH2:21][CH2:22][CH3:23], predict the reactants needed to synthesize it. The reactants are: [Cl-].[Ba+2:2].[Cl-].[C:4]([O-:25])(=[O:24])[CH:5]=[CH:6][CH:7]=[CH:8][CH:9]=[CH:10][CH:11]=[CH:12][CH:13]=[CH:14][CH2:15][CH2:16][CH2:17][CH2:18][CH2:19][CH2:20][CH2:21][CH2:22][CH3:23].[Na+]. (2) The reactants are: Br[C:2]1[CH:3]=[C:4]2[C:8](=[CH:9][CH:10]=1)[NH:7][N:6]=[C:5]2[Cl:11].[CH2:12]([O:14][C:15](=[O:24])[CH:16]=[CH:17][C:18]1[CH:19]=[N:20][CH:21]=[CH:22][CH:23]=1)[CH3:13]. Given the product [CH2:12]([O:14][C:15](=[O:24])[CH:16]=[C:17]([C:2]1[CH:3]=[C:4]2[C:8](=[CH:9][CH:10]=1)[NH:7][N:6]=[C:5]2[Cl:11])[C:18]1[CH:19]=[N:20][CH:21]=[CH:22][CH:23]=1)[CH3:13], predict the reactants needed to synthesize it. (3) Given the product [NH2:12][C:10]1[CH:9]=[CH:8][C:3]([C:4]([O:6][CH3:7])=[O:5])=[C:2]([F:1])[CH:11]=1, predict the reactants needed to synthesize it. The reactants are: [F:1][C:2]1[CH:11]=[C:10]([N+:12]([O-])=O)[CH:9]=[CH:8][C:3]=1[C:4]([O:6][CH3:7])=[O:5].[H][H]. (4) Given the product [O:22]=[C:16]1[CH:15]([N:8]2[CH2:7][C:6]3[C:10](=[CH:11][CH:12]=[CH:13][C:5]=3[CH2:4][N:3]([CH3:2])[C:32]([NH:31][C:27]3[CH:28]=[CH:29][CH:30]=[C:25]([C:24]([F:34])([F:35])[F:23])[CH:26]=3)=[O:33])[C:9]2=[O:14])[CH2:20][CH2:19][C:18](=[O:21])[NH:17]1, predict the reactants needed to synthesize it. The reactants are: Cl.[CH3:2][NH:3][CH2:4][C:5]1[CH:13]=[CH:12][CH:11]=[C:10]2[C:6]=1[CH2:7][N:8]([CH:15]1[CH2:20][CH2:19][C:18](=[O:21])[NH:17][C:16]1=[O:22])[C:9]2=[O:14].[F:23][C:24]([F:35])([F:34])[C:25]1[CH:30]=[CH:29][CH:28]=[C:27]([N:31]=[C:32]=[O:33])[CH:26]=1.C(N(C(C)C)CC)(C)C.